This data is from Forward reaction prediction with 1.9M reactions from USPTO patents (1976-2016). The task is: Predict the product of the given reaction. (1) Given the reactants [C:1]([C:3]1[CH:8]=[CH:7][C:6]([CH2:9][N:10]2[CH:14]=[CH:13][C:12]([C:15]([O:17][CH2:18][CH3:19])=[O:16])=[N:11]2)=[CH:5][CH:4]=1)#[N:2].[NH2:20][OH:21].Cl.C([O-])(O)=O.[Na+], predict the reaction product. The product is: [OH:21][NH:20][C:1](=[NH:2])[C:3]1[CH:8]=[CH:7][C:6]([CH2:9][N:10]2[CH:14]=[CH:13][C:12]([C:15]([O:17][CH2:18][CH3:19])=[O:16])=[N:11]2)=[CH:5][CH:4]=1. (2) Given the reactants C1(C)C=CC=CC=1.O.C1(C)C=CC(S(O)(=O)=O)=CC=1.[Br:20][C:21]1[C:26]([OH:27])=[C:25]([NH:28][C:29](=O)[C:30]([CH3:33])([CH3:32])[CH3:31])[C:24]([C:35]#[N:36])=[C:23]([CH3:37])[C:22]=1[C:38]1[CH:43]=[CH:42][CH:41]=[C:40]([OH:44])[CH:39]=1, predict the reaction product. The product is: [Br:20][C:21]1[C:22]([C:38]2[CH:43]=[CH:42][CH:41]=[C:40]([OH:44])[CH:39]=2)=[C:23]([CH3:37])[C:24]([C:35]#[N:36])=[C:25]2[C:26]=1[O:27][C:29]([C:30]([CH3:32])([CH3:31])[CH3:33])=[N:28]2. (3) Given the reactants [CH2:1]([O:8][CH2:9][C:10](=O)[CH2:11][C:12](=[O:30])[C:13](=[N:17][NH:18][C:19]1[CH:24]=[CH:23][CH:22]=[CH:21][C:20]=1[O:25][C:26]([CH3:29])([CH3:28])[CH3:27])[C:14](=[O:16])[CH3:15])[C:2]1[CH:7]=[CH:6][CH:5]=[CH:4][CH:3]=1.C(N(CC)CC)C, predict the reaction product. The product is: [C:14]([C:13]1[C:12](=[O:30])[CH:11]=[C:10]([CH2:9][O:8][CH2:1][C:2]2[CH:7]=[CH:6][CH:5]=[CH:4][CH:3]=2)[N:18]([C:19]2[CH:24]=[CH:23][CH:22]=[CH:21][C:20]=2[O:25][C:26]([CH3:29])([CH3:28])[CH3:27])[N:17]=1)(=[O:16])[CH3:15]. (4) Given the reactants [CH3:1][O:2][C:3]([C@@H:5]1[CH2:10][CH2:9][CH2:8][N:7]([C:11]([O:13][C:14]([CH3:17])([CH3:16])[CH3:15])=[O:12])[N:6]1[C:18]([O:20][C:21]([CH3:24])([CH3:23])[CH3:22])=[O:19])=[O:4].[CH3:25][Si]([N-][Si](C)(C)C)(C)C.[Li+].IC, predict the reaction product. The product is: [CH3:1][O:2][C:3]([C:5]1([CH3:25])[CH2:10][CH2:9][CH2:8][N:7]([C:11]([O:13][C:14]([CH3:17])([CH3:15])[CH3:16])=[O:12])[N:6]1[C:18]([O:20][C:21]([CH3:24])([CH3:23])[CH3:22])=[O:19])=[O:4]. (5) Given the reactants C([O:8][C:9]1[C:14]([CH3:15])=[CH:13][C:12]([C:16]2[NH:25][C:24](=[O:26])[C:23]3[C:18](=[CH:19][C:20]([O:33][CH3:34])=[CH:21][C:22]=3[O:27][CH2:28][CH2:29][N:30]([CH3:32])[CH3:31])[N:17]=2)=[CH:11][C:10]=1[CH3:35])C1C=CC=CC=1, predict the reaction product. The product is: [CH3:32][N:30]([CH3:31])[CH2:29][CH2:28][O:27][C:22]1[CH:21]=[C:20]([O:33][CH3:34])[CH:19]=[C:18]2[C:23]=1[C:24](=[O:26])[NH:25][C:16]([C:12]1[CH:11]=[C:10]([CH3:35])[C:9]([OH:8])=[C:14]([CH3:15])[CH:13]=1)=[N:17]2. (6) Given the reactants Cl.[NH:2]1[C:6]2[CH:7]=[CH:8][C:9]([C:11]([N:13]3[CH2:16][C:15]4([CH2:21][CH2:20][NH:19][CH2:18][CH2:17]4)[CH2:14]3)=[O:12])=[CH:10][C:5]=2[N:4]=[N:3]1.C(N(CC)C(C)C)(C)C.[Cl:31][C:32]1[CH:33]=[C:34]2[C:38](=[CH:39][CH:40]=1)[CH2:37][N:36]([C:41](Cl)=[O:42])[CH2:35]2, predict the reaction product. The product is: [NH:2]1[C:6]2[CH:7]=[CH:8][C:9]([C:11]([N:13]3[CH2:16][C:15]4([CH2:17][CH2:18][N:19]([C:41]([N:36]5[CH2:35][C:34]6[C:38](=[CH:39][CH:40]=[C:32]([Cl:31])[CH:33]=6)[CH2:37]5)=[O:42])[CH2:20][CH2:21]4)[CH2:14]3)=[O:12])=[CH:10][C:5]=2[N:4]=[N:3]1. (7) The product is: [OH:22][CH2:21][C:20]1[CH:19]=[CH:18][C:17]([N:15]([CH3:16])[C:13](=[O:14])[C:12]2[CH:26]=[CH:27][C:9]([O:8][CH3:7])=[CH:10][CH:11]=2)=[CH:25][CH:24]=1. Given the reactants C1COCC1.B.[CH3:7][O:8][C:9]1[CH:27]=[CH:26][C:12]([C:13]([N:15]([C:17]2[CH:25]=[CH:24][C:20]([C:21](O)=[O:22])=[CH:19][CH:18]=2)[CH3:16])=[O:14])=[CH:11][CH:10]=1.Cl, predict the reaction product. (8) Given the reactants C(O[C:4](=[O:36])[CH2:5][N:6]1[CH:10]=[C:9]([C:11]2[O:12][C:13]3[CH:33]=[C:32]([O:34][CH3:35])[CH:31]=[CH:30][C:14]=3[C:15]=2[C:16](=[O:29])[C:17]2[CH:22]=[C:21]([O:23][CH3:24])[C:20]([O:25][CH3:26])=[C:19]([O:27][CH3:28])[CH:18]=2)[CH:8]=[N:7]1)C.[NH3:37], predict the reaction product. The product is: [CH3:35][O:34][C:32]1[CH:31]=[CH:30][C:14]2[C:15]([C:16](=[O:29])[C:17]3[CH:18]=[C:19]([O:27][CH3:28])[C:20]([O:25][CH3:26])=[C:21]([O:23][CH3:24])[CH:22]=3)=[C:11]([C:9]3[CH:8]=[N:7][N:6]([CH2:5][C:4]([NH2:37])=[O:36])[CH:10]=3)[O:12][C:13]=2[CH:33]=1. (9) Given the reactants COC1C=CC([C@H]([N:11]2[C@H:25]3[C@@H:15]([CH2:16][CH2:17][CH2:18][C:19]4[C:20]3=[N:21][CH:22]=[CH:23][CH:24]=4)[CH2:14][CH2:13][CH2:12]2)C)=CC=1.FC(F)(F)C(O)=O, predict the reaction product. The product is: [NH:21]1[C@H:20]2[C@@H:19]([CH2:18][CH2:17][CH2:16][C:15]3[C:25]2=[N:11][CH:12]=[CH:13][CH:14]=3)[CH2:24][CH2:23][CH2:22]1.